Dataset: Forward reaction prediction with 1.9M reactions from USPTO patents (1976-2016). Task: Predict the product of the given reaction. Given the reactants [F:1][C:2]1[CH:3]=[C:4]([CH3:9])[CH:5]=[CH:6][C:7]=1[F:8].[N+:10]([O-])([O-:12])=[O:11].[NH4+].FC(F)(F)C(O)=O.[OH-].[Na+], predict the reaction product. The product is: [F:1][C:2]1[CH:3]=[C:4]([CH3:9])[CH:5]=[C:6]([N+:10]([O-:12])=[O:11])[C:7]=1[F:8].